Task: Predict the product of the given reaction.. Dataset: Forward reaction prediction with 1.9M reactions from USPTO patents (1976-2016) (1) Given the reactants O1C=C(CN)N=C1.[CH3:8][N:9]1[CH:13]=[C:12]([CH2:14][NH2:15])[N:11]=[CH:10]1.[F:16][C:17]1[CH:38]=[CH:37][C:20]([CH2:21][N:22]2[CH2:26][CH2:25][N:24]([C:27]3[CH:28]=[C:29]([CH:33]=[CH:34][N:35]=3)[C:30](O)=[O:31])[C:23]2=[O:36])=[CH:19][CH:18]=1, predict the reaction product. The product is: [F:16][C:17]1[CH:18]=[CH:19][C:20]([CH2:21][N:22]2[CH2:26][CH2:25][N:24]([C:27]3[CH:28]=[C:29]([CH:33]=[CH:34][N:35]=3)[C:30]([NH:15][CH2:14][C:12]3[N:11]=[CH:10][N:9]([CH3:8])[CH:13]=3)=[O:31])[C:23]2=[O:36])=[CH:37][CH:38]=1. (2) Given the reactants C(P(=CC#N)(CCCC)CCCC)CCC.C([O:21][C:22](=[O:34])[CH2:23][NH:24][C:25](=[O:33])[C:26]1[CH:31]=[CH:30][C:29]([OH:32])=[CH:28][CH:27]=1)(C)(C)C.[CH3:35][O:36][C:37]1[CH:42]=[CH:41][C:40]([CH2:43][CH2:44]O)=[CH:39][CH:38]=1.FC(F)(F)C(O)=O, predict the reaction product. The product is: [CH3:35][O:36][C:37]1[CH:42]=[CH:41][C:40]([CH2:43][CH2:44][O:32][C:29]2[CH:28]=[CH:27][C:26]([C:25]([NH:24][CH2:23][C:22]([OH:21])=[O:34])=[O:33])=[CH:31][CH:30]=2)=[CH:39][CH:38]=1. (3) Given the reactants Cl[CH2:2][C:3]1[CH:22]=[CH:21][C:6]([O:7][CH2:8][C:9]2[N:10]=[C:11]([C:15]3[CH:20]=[CH:19][CH:18]=[CH:17][CH:16]=3)[O:12][C:13]=2[CH3:14])=[CH:5][CH:4]=1.[OH:23][N:24]1[C:28](=[O:29])[C:27]2=[CH:30][CH:31]=[CH:32][CH:33]=[C:26]2[C:25]1=[O:34].C(=O)([O-])[O-].[K+].[K+].CN(C)C=O, predict the reaction product. The product is: [CH3:14][C:13]1[O:12][C:11]([C:15]2[CH:20]=[CH:19][CH:18]=[CH:17][CH:16]=2)=[N:10][C:9]=1[CH2:8][O:7][C:6]1[CH:21]=[CH:22][C:3]([CH2:2][O:23][N:24]2[C:25](=[O:34])[C:26]3=[CH:33][CH:32]=[CH:31][CH:30]=[C:27]3[C:28]2=[O:29])=[CH:4][CH:5]=1. (4) Given the reactants [CH2:1]([O:8][CH2:9][CH:10]1[CH:15]=CC[CH2:12][CH2:11]1)[CH:2]1[CH:7]=[CH:6][CH2:5][CH2:4][CH2:3]1.[C:16]([OH:19])(=O)[CH3:17].C(OO)(=[O:22])C, predict the reaction product. The product is: [O:22]1[CH:5]2[CH:4]1[CH2:3][CH:2]([CH2:1][O:8][CH2:9][CH:10]1[CH2:15][CH2:17][CH:16]3[O:19][CH:12]3[CH2:11]1)[CH2:7][CH2:6]2. (5) Given the reactants [CH2:1]([CH:8]1[N:17]2[C:12](=[CH:13][C:14](=[O:23])[C:15]([C:18]([O:20]CC)=[O:19])=[CH:16]2)[C:11]2[CH:24]=[C:25]([O:30][CH3:31])[C:26]([O:28][CH3:29])=[CH:27][C:10]=2[CH2:9]1)[C:2]1[CH:7]=[CH:6][CH:5]=[CH:4][CH:3]=1.O[Li].O.Cl, predict the reaction product. The product is: [CH2:1]([CH:8]1[N:17]2[C:12](=[CH:13][C:14](=[O:23])[C:15]([C:18]([OH:20])=[O:19])=[CH:16]2)[C:11]2[CH:24]=[C:25]([O:30][CH3:31])[C:26]([O:28][CH3:29])=[CH:27][C:10]=2[CH2:9]1)[C:2]1[CH:7]=[CH:6][CH:5]=[CH:4][CH:3]=1. (6) Given the reactants [Cl:1][C:2]1[CH:7]=[C:6](Cl)[N:5]=[C:4]([CH3:9])[N:3]=1.[NH4+:10].[OH-], predict the reaction product. The product is: [NH2:10][C:6]1[CH:7]=[C:2]([Cl:1])[N:3]=[C:4]([CH3:9])[N:5]=1. (7) Given the reactants [N:1]1([C:7]2[CH:15]=[CH:14][C:13]([N+:16]([O-:18])=[O:17])=[CH:12][C:8]=2[C:9](Cl)=[O:10])[CH2:6][CH2:5][O:4][CH2:3][CH2:2]1.[Cl:19][C:20]1[CH:25]=[C:24]([F:26])[CH:23]=[CH:22][C:21]=1[N:27]1[CH2:32][CH2:31][NH:30][CH2:29][CH2:28]1, predict the reaction product. The product is: [Cl:19][C:20]1[CH:25]=[C:24]([F:26])[CH:23]=[CH:22][C:21]=1[N:27]1[CH2:28][CH2:29][N:30]([C:9]([C:8]2[CH:12]=[C:13]([N+:16]([O-:18])=[O:17])[CH:14]=[CH:15][C:7]=2[N:1]2[CH2:6][CH2:5][O:4][CH2:3][CH2:2]2)=[O:10])[CH2:31][CH2:32]1.